From a dataset of Full USPTO retrosynthesis dataset with 1.9M reactions from patents (1976-2016). Predict the reactants needed to synthesize the given product. (1) Given the product [CH3:22][C:21]1[C:16]([N:13]2[CH2:14][CH2:15][N:10]([C:8]([C:5]3[CH:6]=[CH:7][C:2]([N:31]4[C@H:30]([CH2:28][CH3:29])[CH2:34][CH2:33][S:32]4(=[O:36])=[O:35])=[CH:3][C:4]=3[S:24]([CH3:27])(=[O:26])=[O:25])=[O:9])[CH2:11][CH2:12]2)=[N:17][CH:18]=[C:19]([CH3:23])[CH:20]=1, predict the reactants needed to synthesize it. The reactants are: Br[C:2]1[CH:7]=[CH:6][C:5]([C:8]([N:10]2[CH2:15][CH2:14][N:13]([C:16]3[C:21]([CH3:22])=[CH:20][C:19]([CH3:23])=[CH:18][N:17]=3)[CH2:12][CH2:11]2)=[O:9])=[C:4]([S:24]([CH3:27])(=[O:26])=[O:25])[CH:3]=1.[CH2:28]([C@@H:30]1[CH2:34][CH2:33][S:32](=[O:36])(=[O:35])[NH:31]1)[CH3:29]. (2) Given the product [CH3:13][C:11]1[CH:10]=[CH:9][C:8]2[N:14]([S:15]([C:18]3[CH:19]=[CH:20][C:21]([CH3:24])=[CH:22][CH:23]=3)(=[O:17])=[O:16])[S:1](=[O:3])(=[O:2])[O:6][C:7]=2[CH:12]=1, predict the reactants needed to synthesize it. The reactants are: [S:1](Cl)(Cl)(=[O:3])=[O:2].[OH:6][C:7]1[CH:12]=[C:11]([CH3:13])[CH:10]=[CH:9][C:8]=1[NH:14][S:15]([C:18]1[CH:23]=[CH:22][C:21]([CH3:24])=[CH:20][CH:19]=1)(=[O:17])=[O:16].C(N(CC)CC)C.